This data is from Forward reaction prediction with 1.9M reactions from USPTO patents (1976-2016). The task is: Predict the product of the given reaction. (1) Given the reactants [N:1]1[C:5]2[CH:6]=[CH:7][CH:8]=[CH:9][C:4]=2[NH:3][C:2]=1[C:10]([OH:12])=O.CN(C(ON1N=[N:28][C:23]2[CH:24]=[CH:25][CH:26]=[CH:27][C:22]1=2)=[N+](C)C)C.[B-](F)(F)(F)F.[CH:35]1[CH:36]=[CH:37]C2N(O)N=[N:41][C:39]=2[CH:40]=1.[CH3:45]CN(C(C)C)C(C)C.[OH2:54], predict the reaction product. The product is: [N:41]1[CH:37]=[CH:36][CH:35]=[C:40]([O:54][C:26]2[CH:27]=[CH:22][C:23]([NH:28][C:10]([C:2]3[NH:1][C:5]4[CH:6]=[CH:7][C:8]([CH3:45])=[CH:9][C:4]=4[N:3]=3)=[O:12])=[CH:24][CH:25]=2)[CH:39]=1. (2) Given the reactants C1C(=O)N(OC(ON2C(=O)CCC2=O)=O)[C:3](=[O:4])C1.[NH2:19][C:20]1[CH:25]=[CH:24][CH:23]=[CH:22][C:21]=1[NH:26][C:27]([NH:29][C:30]1[CH:35]=[CH:34][CH:33]=[C:32]([C:36]([F:39])([F:38])[F:37])[CH:31]=1)=[S:28], predict the reaction product. The product is: [F:38][C:36]([F:39])([F:37])[C:32]1[CH:31]=[C:30]([NH:29][C:27]([N:26]2[C:21]3[CH:22]=[CH:23][CH:24]=[CH:25][C:20]=3[NH:19][C:3]2=[O:4])=[S:28])[CH:35]=[CH:34][CH:33]=1. (3) Given the reactants [CH3:1][O:2][C:3]1[CH:4]=[C:5]2[C:10](=[CH:11][C:12]=1[N+:13]([O-])=O)[CH2:9][N:8]([CH:16]1[CH2:21][CH2:20][N:19]([CH2:22][CH2:23][CH3:24])[CH2:18][CH2:17]1)[CH2:7][CH2:6]2.O.NN, predict the reaction product. The product is: [CH3:1][O:2][C:3]1[CH:4]=[C:5]2[C:10](=[CH:11][C:12]=1[NH2:13])[CH2:9][N:8]([CH:16]1[CH2:21][CH2:20][N:19]([CH2:22][CH2:23][CH3:24])[CH2:18][CH2:17]1)[CH2:7][CH2:6]2. (4) Given the reactants Br[C:2]1[CH:7]=[C:6](Br)[CH:5]=[C:4]([Br:9])[CH:3]=1.[C:10]1([C:33]2[CH:38]=[CH:37][CH:36]=[CH:35][CH:34]=2)[CH:15]=[CH:14][C:13]([NH:16][C:17]2[C:26]3[C:21](=[CH:22][CH:23]=[CH:24][CH:25]=3)[C:20]([C:27]3[CH:32]=[CH:31][CH:30]=[CH:29][CH:28]=3)=[CH:19][CH:18]=2)=[CH:12][CH:11]=1.[CH:52]1[CH:57]=[CH:56][C:55](P([C:52]2[CH:57]=[CH:56][CH:55]=[CH:54][CH:53]=2)[C:52]2[CH:57]=[CH:56][CH:55]=[CH:54][CH:53]=2)=[CH:54][CH:53]=1.[CH3:58][C:59]([O-])([CH3:61])[CH3:60].[Na+], predict the reaction product. The product is: [C:10]1([C:33]2[CH:34]=[CH:35][CH:36]=[CH:37][CH:38]=2)[CH:15]=[CH:14][C:13]([N:16]([C:17]2[C:26]3[C:21](=[CH:22][CH:23]=[CH:24][CH:25]=3)[C:20]([C:27]3[CH:32]=[CH:31][CH:30]=[CH:29][CH:28]=3)=[CH:19][CH:18]=2)[C:6]2[CH:5]=[C:4]([Br:9])[CH:3]=[C:2]([N:16]([C:13]3[CH:12]=[CH:11][C:10]([C:52]4[CH:53]=[CH:54][CH:55]=[CH:56][CH:57]=4)=[CH:15][CH:14]=3)[C:17]3[C:18]4[C:60](=[CH:22][CH:21]=[CH:20][CH:19]=4)[C:59]([C:61]4[CH:29]=[CH:28][CH:27]=[CH:32][CH:31]=4)=[CH:58][CH:26]=3)[CH:7]=2)=[CH:12][CH:11]=1. (5) Given the reactants [CH3:1][N:2]1[CH:6]=[C:5]([C:7]2[CH:8]=[N:9][C:10]3[C:15]([CH:16]=2)=[CH:14][C:13](OS(C(F)(F)F)(=O)=O)=[CH:12][CH:11]=3)[CH:4]=[N:3]1.C(N(C(C)C)CC)(C)C.CC1(C)C2C(=C(P(C3C=CC=CC=3)C3C=CC=CC=3)C=CC=2)OC2C(P(C3C=CC=CC=3)C3C=CC=CC=3)=CC=CC1=2.[CH3:76][C:77]1[CH:78]=[CH:79][C:80]2[N:81]([C:83]([SH:86])=[N:84][N:85]=2)[N:82]=1, predict the reaction product. The product is: [CH3:1][N:2]1[CH:6]=[C:5]([C:7]2[CH:8]=[N:9][C:10]3[C:15]([CH:16]=2)=[CH:14][C:13]([S:86][C:83]2[N:81]4[N:82]=[C:77]([CH3:76])[CH:78]=[CH:79][C:80]4=[N:85][N:84]=2)=[CH:12][CH:11]=3)[CH:4]=[N:3]1. (6) The product is: [CH3:6][S:7][C:8]1[CH:9]=[CH:10][C:11]2[N:12]([N:14]=[C:15]([C:17]3[CH:18]=[CH:19][CH:20]=[CH:21][CH:22]=3)[CH:16]=2)[C:13]=1[Si:24]([CH3:26])([CH3:25])[CH3:23]. Given the reactants C([Li])CCC.[CH3:6][S:7][C:8]1[CH:9]=[CH:10][C:11]2[N:12]([N:14]=[C:15]([C:17]3[CH:22]=[CH:21][CH:20]=[CH:19][CH:18]=3)[CH:16]=2)[CH:13]=1.[CH3:23][Si:24](Cl)([CH3:26])[CH3:25].[Cl-].[NH4+], predict the reaction product.